From a dataset of Full USPTO retrosynthesis dataset with 1.9M reactions from patents (1976-2016). Predict the reactants needed to synthesize the given product. (1) Given the product [Cl:1][C:2]1[C:10]([Cl:11])=[CH:9][CH:8]=[CH:7][C:3]=1[C:4]([NH:18][CH2:17][CH:16]([C:19]1[CH:20]=[N:21][C:22]([CH:25]([F:27])[F:26])=[CH:23][CH:24]=1)[CH2:15][CH:12]1[CH2:13][CH2:14]1)=[O:6], predict the reactants needed to synthesize it. The reactants are: [Cl:1][C:2]1[C:10]([Cl:11])=[CH:9][CH:8]=[CH:7][C:3]=1[C:4]([OH:6])=O.[CH:12]1([CH2:15][CH:16]([C:19]2[CH:20]=[N:21][C:22]([CH:25]([F:27])[F:26])=[CH:23][CH:24]=2)[CH2:17][NH2:18])[CH2:14][CH2:13]1. (2) Given the product [C:53]([O:52][C:51](=[O:57])[NH:50][C:46]1[CH:45]=[C:44]([CH2:43][CH2:42][O:41][C:34]2[C:35]3[C:40](=[CH:39][CH:38]=[CH:37][CH:36]=3)[C:31]([NH:30][C:6]([NH:22][C:20]3[N:19]([C:23]4[CH:24]=[CH:25][C:26]([CH3:29])=[CH:27][CH:28]=4)[N:18]=[C:17]([C:13]([CH3:16])([CH3:15])[CH3:14])[CH:21]=3)=[O:7])=[CH:32][CH:33]=2)[CH:49]=[CH:48][N:47]=1)([CH3:54])([CH3:56])[CH3:55], predict the reactants needed to synthesize it. The reactants are: C1N=CN([C:6](N2C=NC=C2)=[O:7])C=1.[C:13]([C:17]1[CH:21]=[C:20]([NH2:22])[N:19]([C:23]2[CH:28]=[CH:27][C:26]([CH3:29])=[CH:25][CH:24]=2)[N:18]=1)([CH3:16])([CH3:15])[CH3:14].[NH2:30][C:31]1[C:40]2[C:35](=[CH:36][CH:37]=[CH:38][CH:39]=2)[C:34]([O:41][CH2:42][CH2:43][C:44]2[CH:49]=[CH:48][N:47]=[C:46]([NH:50][C:51](=[O:57])[O:52][C:53]([CH3:56])([CH3:55])[CH3:54])[CH:45]=2)=[CH:33][CH:32]=1. (3) Given the product [OH:8][C:7]1[C:2]2[N:3]([CH:10]=[C:11]([C:12]([F:15])([F:14])[F:13])[N:1]=2)[CH:4]=[CH:5][CH:6]=1, predict the reactants needed to synthesize it. The reactants are: [NH2:1][C:2]1[C:7]([OH:8])=[CH:6][CH:5]=[CH:4][N:3]=1.Br[CH2:10][C:11](=O)[C:12]([F:15])([F:14])[F:13]. (4) Given the product [CH2:1]([O:4][C:5]1[C:16]([O:17][CH3:18])=[C:15]([NH2:19])[CH:14]=[CH:13][C:6]=1[C:7]([O:9][CH2:10][CH:11]=[CH2:12])=[O:8])[CH:2]=[CH2:3], predict the reactants needed to synthesize it. The reactants are: [CH2:1]([O:4][C:5]1[C:16]([O:17][CH3:18])=[C:15]([N+:19]([O-])=O)[CH:14]=[CH:13][C:6]=1[C:7]([O:9][CH2:10][CH:11]=[CH2:12])=[O:8])[CH:2]=[CH2:3].Cl[Sn]Cl.